Dataset: Catalyst prediction with 721,799 reactions and 888 catalyst types from USPTO. Task: Predict which catalyst facilitates the given reaction. (1) Reactant: [CH2:1]([C:5]1[C:6]([CH3:21])=[C:7]([C:19]#[N:20])[C:8]2[N:12]([C:13]=1Cl)[C:11]1[CH:15]=[CH:16][CH:17]=[CH:18][C:10]=1[N:9]=2)[CH2:2][CH2:3][CH3:4].[N:22]1[CH:27]=[CH:26][CH:25]=[C:24](B(O)O)[CH:23]=1.C(=O)([O-])[O-].[Na+].[Na+].C1(C)C=CC=CC=1. Product: [CH2:1]([C:5]1[C:6]([CH3:21])=[C:7]([C:19]#[N:20])[C:8]2[N:12]([C:13]=1[C:24]1[CH:23]=[N:22][CH:27]=[CH:26][CH:25]=1)[C:11]1[CH:15]=[CH:16][CH:17]=[CH:18][C:10]=1[N:9]=2)[CH2:2][CH2:3][CH3:4]. The catalyst class is: 257. (2) Reactant: C([O:8][C@H:9]1[CH2:14][CH2:13][CH2:12][CH2:11][C@@H:10]1[NH:15][C:16]1[CH:24]=[C:23]([N:25]2[C:33]3[CH2:32][C:31]([CH3:35])([CH3:34])[CH2:30][C:29](=[O:36])[C:28]=3[C:27]([CH3:37])=[N:26]2)[CH:22]=[CH:21][C:17]=1[C:18]([NH2:20])=[O:19])C1C=CC=CC=1. Product: [OH:8][C@H:9]1[CH2:14][CH2:13][CH2:12][CH2:11][C@@H:10]1[NH:15][C:16]1[CH:24]=[C:23]([N:25]2[C:33]3[CH2:32][C:31]([CH3:34])([CH3:35])[CH2:30][C:29](=[O:36])[C:28]=3[C:27]([CH3:37])=[N:26]2)[CH:22]=[CH:21][C:17]=1[C:18]([NH2:20])=[O:19]. The catalyst class is: 19.